This data is from Full USPTO retrosynthesis dataset with 1.9M reactions from patents (1976-2016). The task is: Predict the reactants needed to synthesize the given product. (1) Given the product [CH2:19]([N:23]([CH2:35][CH:36]([CH3:38])[CH3:37])[C:24]1[CH:31]=[CH:30][C:27]([CH:28]([OH:29])[C:41]([F:44])([F:43])[F:42])=[CH:26][C:25]=1[N+:32]([O-:34])=[O:33])[CH:20]([CH3:22])[CH3:21], predict the reactants needed to synthesize it. The reactants are: CCCC[N+](CCCC)(CCCC)CCCC.[F-].[CH2:19]([N:23]([CH2:35][CH:36]([CH3:38])[CH3:37])[C:24]1[CH:31]=[CH:30][C:27]([CH:28]=[O:29])=[CH:26][C:25]=1[N+:32]([O-:34])=[O:33])[CH:20]([CH3:22])[CH3:21].C[Si](C)(C)[C:41]([F:44])([F:43])[F:42].Cl. (2) The reactants are: [O:1]=[C:2]1[N:6]([C:7]2[CH:17]=[CH:16][C:10]3[CH2:11][CH2:12][NH:13][CH2:14][CH2:15][C:9]=3[CH:8]=2)[CH2:5][CH:4]([CH2:18][NH:19][C:20](=[O:22])[CH3:21])[O:3]1.[CH:23]1([N:26]2[C:35]3[C:30](=[CH:31][C:32]([F:37])=[C:33](F)[N:34]=3)[C:29](=[O:38])[C:28]([C:39]([OH:41])=[O:40])=[CH:27]2)[CH2:25][CH2:24]1. Given the product [C:20]([NH:19][CH2:18][CH:4]1[O:3][C:2](=[O:1])[N:6]([C:7]2[CH:17]=[CH:16][C:10]3[CH2:11][CH2:12][N:13]([C:33]4[N:34]=[C:35]5[C:30]([C:29](=[O:38])[C:28]([C:39]([OH:41])=[O:40])=[CH:27][N:26]5[CH:23]5[CH2:25][CH2:24]5)=[CH:31][C:32]=4[F:37])[CH2:14][CH2:15][C:9]=3[CH:8]=2)[CH2:5]1)(=[O:22])[CH3:21], predict the reactants needed to synthesize it. (3) The reactants are: [F:1][C:2]1[C:7]([F:8])=[CH:6][CH:5]=[CH:4][C:3]=1[CH:9]1[CH2:14][C:13](=[O:15])[NH:12][C:11]([CH3:16])=[C:10]1[C:17]([OH:19])=O.CN(C=O)C.C(Cl)(=O)C(Cl)=O.[NH:31]1[C:39]2[C:34](=[CH:35][C:36]([NH2:40])=[CH:37][CH:38]=2)[CH:33]=[N:32]1. Given the product [F:1][C:2]1[C:7]([F:8])=[CH:6][CH:5]=[CH:4][C:3]=1[CH:9]1[CH2:14][C:13](=[O:15])[NH:12][C:11]([CH3:16])=[C:10]1[C:17]([NH:40][C:36]1[CH:35]=[C:34]2[C:39](=[CH:38][CH:37]=1)[NH:31][N:32]=[CH:33]2)=[O:19], predict the reactants needed to synthesize it. (4) Given the product [Cl:30][C:31]1[CH:36]=[CH:35][C:34]([C:37]2[N:38]=[C:39]([CH2:52][N:53]3[CH2:57][CH2:56][CH2:55][C:54]3=[O:58])[S:40][CH:41]=2)=[CH:33][CH:32]=1, predict the reactants needed to synthesize it. The reactants are: ClC1C=CC(B(O)O)=CC=1.C(=O)([O-])[O-].[K+].[K+].BrC1N=C(CN2CCCC2=O)SC=1.[Cl:30][C:31]1[CH:36]=[CH:35][C:34]([C:37]2[N:38]=[C:39]([CH2:52][N:53]3[CH2:57][CH2:56][CH2:55][C:54]3=[O:58])[S:40][C:41]=2C2C=CC(S(N)(=O)=O)=CC=2)=[CH:33][CH:32]=1. (5) Given the product [CH:12]1([O:17][C:18]2[C:27]([O:28][CH3:29])=[CH:26][CH:25]=[C:24]3[C:19]=2[CH:20]=[N:21][N:22]=[C:23]3[CH2:8][C:7]2[C:6]([Cl:9])=[CH:5][N:4]=[CH:3][C:2]=2[Cl:1])[CH2:13][CH2:14][CH2:15][CH2:16]1, predict the reactants needed to synthesize it. The reactants are: [Cl:1][C:2]1[CH:3]=[N:4][CH:5]=[C:6]([Cl:9])[C:7]=1[CH3:8].[H-].[Na+].[CH:12]1([O:17][C:18]2[C:27]([O:28][CH3:29])=[CH:26][CH:25]=[C:24]3[C:19]=2[CH:20]=[N:21][NH:22][CH:23]3Cl)[CH2:16][CH2:15][CH2:14][CH2:13]1. (6) Given the product [CH3:34][O:33][CH2:32][CH2:31][N:9]1[CH2:10][CH2:11][N:6]2[N:5]=[C:4]([N+:1]([O-:3])=[O:2])[CH:12]=[C:7]2[CH2:8]1, predict the reactants needed to synthesize it. The reactants are: [N+:1]([C:4]1[CH:12]=[C:7]2[CH2:8][NH:9][CH2:10][CH2:11][N:6]2[N:5]=1)([O-:3])=[O:2].BrC1C=C(NC2C=C3CN([CH:31]4[CH2:34][O:33][CH2:32]4)CCN3N=2)C(=O)N(C)C=1.C([O-])([O-])=O.[K+].[K+].BrCCOC. (7) Given the product [C:1]1([C:7]([C:9]2[NH:17][C:12]3=[CH:13][N:14]=[CH:15][CH:16]=[C:11]3[CH:10]=2)=[O:8])[CH:2]=[CH:3][CH:4]=[CH:5][CH:6]=1, predict the reactants needed to synthesize it. The reactants are: [C:1]1([C:7]([C:9]2[N:17](S(C3C=CC=CC=3)(=O)=O)[C:12]3=[CH:13][N:14]=[CH:15][CH:16]=[C:11]3[CH:10]=2)=[O:8])[CH:6]=[CH:5][CH:4]=[CH:3][CH:2]=1.[OH-].[Na+]. (8) The reactants are: [F:1][C:2]1[CH:3]=[C:4]2[C:9](=[CH:10][CH:11]=1)[C:8](O)=[N:7][CH:6]=[C:5]2[O:13][CH3:14].O=P(Cl)(Cl)[Cl:17]. Given the product [Cl:17][C:8]1[C:9]2[C:4](=[CH:3][C:2]([F:1])=[CH:11][CH:10]=2)[C:5]([O:13][CH3:14])=[CH:6][N:7]=1, predict the reactants needed to synthesize it. (9) Given the product [CH3:1][C:2]1[CH:7]=[C:6]([N:8]2[CH2:12][CH2:11][CH:10]([N:13]3[CH2:17][CH2:16][CH2:15][CH:14]3[CH3:18])[CH2:9]2)[CH:5]=[CH:4][C:3]=1[NH:19][C:30]([C:28]1[CH:27]=[CH:26][C:24]2[NH:25][C:21]([CH3:20])=[N:22][C:23]=2[CH:29]=1)=[O:31], predict the reactants needed to synthesize it. The reactants are: [CH3:1][C:2]1[CH:7]=[C:6]([N:8]2[CH2:12][CH2:11][CH:10]([N:13]3[CH2:17][CH2:16][CH2:15][CH:14]3[CH3:18])[CH2:9]2)[CH:5]=[CH:4][C:3]=1[NH2:19].[CH3:20][C:21]1[NH:25][C:24]2[CH:26]=[CH:27][C:28]([C:30](O)=[O:31])=[CH:29][C:23]=2[N:22]=1. (10) Given the product [Br:11][C:10]1[C:4]2[C:5](=[N:6][CH:7]=[C:2]([Cl:1])[CH:3]=2)[NH:8][CH:9]=1, predict the reactants needed to synthesize it. The reactants are: [Cl:1][C:2]1[CH:3]=[C:4]2[CH:10]=[CH:9][NH:8][C:5]2=[N:6][CH:7]=1.[Br:11]Br.